The task is: Regression/Classification. Given a drug SMILES string, predict its absorption, distribution, metabolism, or excretion properties. Task type varies by dataset: regression for continuous measurements (e.g., permeability, clearance, half-life) or binary classification for categorical outcomes (e.g., BBB penetration, CYP inhibition). Dataset: cyp2d6_veith.. This data is from CYP2D6 inhibition data for predicting drug metabolism from PubChem BioAssay. (1) The drug is Cc1ccc2cc(C(=O)O)c(C)nc2c1. The result is 0 (non-inhibitor). (2) The drug is O=S(=O)(NCCSCc1ccc(Cl)cc1Cl)c1ccc2c(c1)OCCO2. The result is 1 (inhibitor). (3) The molecule is C=CCc1ccccc1OC[C@H](O)CN[C@]1(C)CCC[C@@H](C(C)(C)NC(=O)CBr)C1. The result is 1 (inhibitor). (4) The compound is COc1ccc(/C=N\NC(=O)O)cc1. The result is 0 (non-inhibitor). (5) The molecule is Clc1ccccc1NN(Cc1ccccn1)c1ccccc1Cl. The result is 0 (non-inhibitor). (6) The drug is OCCOCCN1CCN([C@@H](c2ccccc2)c2ccc(Cl)cc2)CC1. The result is 1 (inhibitor).